From a dataset of Forward reaction prediction with 1.9M reactions from USPTO patents (1976-2016). Predict the product of the given reaction. (1) The product is: [CH2:30]([O:29][NH:28][C:26]([CH:16]1[C:15]2[C:10](=[CH:11][CH:12]=[CH:13][CH:14]=2)[C:9](=[O:37])[N:8]([CH:3]2[CH2:4][CH2:5][CH2:6][CH2:7][CH:2]2[NH:1][S:45]([CH3:44])(=[O:47])=[O:46])[CH:17]1[C:18]1[CH:23]=[CH:22][C:21]([Cl:24])=[CH:20][C:19]=1[Cl:25])=[O:27])[C:31]1[CH:32]=[CH:33][CH:34]=[CH:35][CH:36]=1. Given the reactants [NH2:1][CH:2]1[CH2:7][CH2:6][CH2:5][CH2:4][CH:3]1[N:8]1[CH:17]([C:18]2[CH:23]=[CH:22][C:21]([Cl:24])=[CH:20][C:19]=2[Cl:25])[CH:16]([C:26]([NH:28][O:29][CH2:30][C:31]2[CH:36]=[CH:35][CH:34]=[CH:33][CH:32]=2)=[O:27])[C:15]2[C:10](=[CH:11][CH:12]=[CH:13][CH:14]=2)[C:9]1=[O:37].N1C=CC=CC=1.[CH3:44][S:45](Cl)(=[O:47])=[O:46].C(OCC)(=O)C, predict the reaction product. (2) Given the reactants CS(O)(=O)=O.[F:6][C:7]1[CH:8]=[CH:9][C:10]([O:30][CH3:31])=[C:11]([C:13]2[CH:22]=[CH:21][C:20]([NH:23][C:24](=[O:28])[CH:25]=NO)=[C:19]3[C:14]=2[CH2:15][CH2:16][N:17]([CH3:29])[CH2:18]3)[CH:12]=1.C([O-])(O)=[O:33].[Na+], predict the reaction product. The product is: [F:6][C:7]1[CH:8]=[CH:9][C:10]([O:30][CH3:31])=[C:11]([C:13]2[C:14]3[CH2:15][CH2:16][N:17]([CH3:29])[CH2:18][C:19]=3[C:20]3[NH:23][C:24](=[O:28])[C:25](=[O:33])[C:21]=3[CH:22]=2)[CH:12]=1. (3) Given the reactants [F:1][C:2]([F:7])([F:6])[C:3]([OH:5])=[O:4].[NH2:8][C:9]1[CH:10]=[C:11]([CH:29]=[CH:30][CH:31]=1)[CH2:12][S:13][C:14]1[CH:15]=[C:16]([NH:20][C:21]2[C:26]([Cl:27])=[CH:25][N:24]=[C:23](Cl)[N:22]=2)[CH:17]=[CH:18][CH:19]=1.Cl, predict the reaction product. The product is: [F:1][C:2]([F:7])([F:6])[C:3]([OH:5])=[O:4].[Cl:27][C:26]1[CH:25]=[N:24][C:23]2[NH:8][C:9]3[CH:31]=[CH:30][CH:29]=[C:11]([CH:10]=3)[CH2:12][S:13][C:14]3[CH:15]=[C:16]([NH:20][C:21]=1[N:22]=2)[CH:17]=[CH:18][CH:19]=3. (4) Given the reactants Br[C:2]1[CH:7]=[CH:6][C:5]([F:8])=[CH:4][C:3]=1/[CH:9]=[CH:10]/[C@H:11]1[CH2:15][CH2:14][CH2:13][N:12]1[C:16]([O:18][C:19]([CH3:22])([CH3:21])[CH3:20])=[O:17], predict the reaction product. The product is: [F:8][C:5]1[CH:4]=[C:3]([CH2:9][CH2:10][C@H:11]2[CH2:15][CH2:14][CH2:13][N:12]2[C:16]([O:18][C:19]([CH3:22])([CH3:21])[CH3:20])=[O:17])[CH:2]=[CH:7][CH:6]=1. (5) Given the reactants [NH2:1][C:2]1[N:7]=[C:6]([CH2:8][CH2:9][CH2:10][NH:11]C(=O)OC(C)(C)C)[CH:5]=[C:4]([NH:19][C:20]2[CH:25]=[CH:24][C:23]([O:26][C:27]3[CH:32]=[CH:31][N:30]=[C:29]([C:33]([F:36])([F:35])[F:34])[CH:28]=3)=[CH:22][CH:21]=2)[N:3]=1.[ClH:37].O1CCOCC1, predict the reaction product. The product is: [ClH:37].[NH2:11][CH2:10][CH2:9][CH2:8][C:6]1[N:7]=[C:2]([NH2:1])[N:3]=[C:4]([NH:19][C:20]2[CH:21]=[CH:22][C:23]([O:26][C:27]3[CH:32]=[CH:31][N:30]=[C:29]([C:33]([F:35])([F:36])[F:34])[CH:28]=3)=[CH:24][CH:25]=2)[CH:5]=1. (6) The product is: [CH2:1]([C:6]1[N:7]=[C:8]([C:11]#[N:12])[S:9][CH:10]=1)[C:2]([CH3:5])([CH3:4])[CH3:3]. Given the reactants [CH2:1]([C:6]1[N:7]=[C:8]([CH:11]=[N:12]O)[S:9][CH:10]=1)[C:2]([CH3:5])([CH3:4])[CH3:3].C(OC(=O)C)(=O)C.[OH-].[Na+], predict the reaction product.